From a dataset of HIV replication inhibition screening data with 41,000+ compounds from the AIDS Antiviral Screen. Binary Classification. Given a drug SMILES string, predict its activity (active/inactive) in a high-throughput screening assay against a specified biological target. (1) The compound is CC(C)(C)c1cc(CCC(=O)Nc2ccccc2[N+](=O)[O-])cc(NC#N)n1. The result is 0 (inactive). (2) The molecule is Cn1cc(NC(=O)Nc2cc(C(=O)Nc3cc(C(=O)Nc4cc(C(=O)Nc5ccc(S(=O)(=O)O)c6cc(S(=O)(=O)O)ccc56)n(C)c4)n(C)c3)n(C)c2)cc1C(=O)Nc1cc(C(=O)Nc2cc(C(=O)Nc3ccc(S(=O)(=O)O)c4cc(S(=O)(=O)O)ccc34)n(C)c2)n(C)c1.[NaH]. The result is 1 (active). (3) The compound is O=C(O)C1C(C2CCCCC2)OC(C2CCCCC2)OC1C(F)(F)F. The result is 0 (inactive).